This data is from Forward reaction prediction with 1.9M reactions from USPTO patents (1976-2016). The task is: Predict the product of the given reaction. (1) Given the reactants [CH:1]1([C:6]2[CH:7]=[C:8]([CH:11]=[CH:12][C:13]=2[O:14][CH3:15])[CH:9]=O)[CH2:5][CH2:4][CH2:3][CH2:2]1.[F:16][C:17]1[CH:18]=[C:19]2[C:23](=[CH:24][CH:25]=1)[NH:22][C:21](=[O:26])[CH2:20]2, predict the reaction product. The product is: [CH:1]1([C:6]2[CH:7]=[C:8]([CH:11]=[CH:12][C:13]=2[O:14][CH3:15])[CH:9]=[C:20]2[C:19]3[C:23](=[CH:24][CH:25]=[C:17]([F:16])[CH:18]=3)[NH:22][C:21]2=[O:26])[CH2:5][CH2:4][CH2:3][CH2:2]1. (2) Given the reactants [H-].[Na+].[CH3:3][C:4]1[C:12]2[C:7](=[CH:8][CH:9]=[CH:10][CH:11]=2)[NH:6][CH:5]=1.[Cl:13][C:14]1[N:19]=[CH:18][N:17]=[C:16]([C:20](Cl)=[O:21])[CH:15]=1.CCOC(C)=O, predict the reaction product. The product is: [Cl:13][C:14]1[N:19]=[CH:18][N:17]=[C:16]([C:20]([N:6]2[C:7]3[C:12](=[CH:11][CH:10]=[CH:9][CH:8]=3)[C:4]([CH3:3])=[CH:5]2)=[O:21])[CH:15]=1. (3) Given the reactants C([O:3][C:4](=O)[CH2:5][NH:6][C:7]1[C:12]([C:13]#[N:14])=[CH:11][CH:10]=[CH:9][N:8]=1)C.C[O-].[Na+], predict the reaction product. The product is: [NH:6]1[C:7]2[N:8]=[CH:9][CH:10]=[CH:11][C:12]=2[CH2:13][NH:14][C:4](=[O:3])[CH2:5]1. (4) Given the reactants [NH2:1][C:2]1[CH:3]=[C:4]2[C:9](=[C:10]([F:12])[CH:11]=1)[N:8]([CH2:13][CH3:14])[C:7](=[O:15])[N:6]([CH2:16][CH3:17])[C:5]2=[O:18].[Cl:19][C:20]1[CH:21]=[C:22]([NH:28][C:29]([CH2:31][CH:32]([CH3:37])[CH2:33][C:34](O)=[O:35])=[O:30])[CH:23]=[CH:24][C:25]=1[C:26]#[N:27].CCN(C(C)C)C(C)C.C(P1(=O)OP(CCC)(=O)OP(CCC)(=O)O1)CC, predict the reaction product. The product is: [Cl:19][C:20]1[CH:21]=[C:22]([NH:28][C:29](=[O:30])[CH2:31][CH:32]([CH3:37])[CH2:33][C:34]([NH:1][C:2]2[CH:3]=[C:4]3[C:9](=[C:10]([F:12])[CH:11]=2)[N:8]([CH2:13][CH3:14])[C:7](=[O:15])[N:6]([CH2:16][CH3:17])[C:5]3=[O:18])=[O:35])[CH:23]=[CH:24][C:25]=1[C:26]#[N:27]. (5) Given the reactants [F:1][C:2]1[CH:3]=[C:4]([C:8](=[O:17])[CH2:9][C:10](=O)[C:11]([O:13][CH2:14][CH3:15])=[O:12])[CH:5]=[CH:6][CH:7]=1.Cl.[NH2:19]O, predict the reaction product. The product is: [F:1][C:2]1[CH:3]=[C:4]([C:8]2[O:17][N:19]=[C:10]([C:11]([O:13][CH2:14][CH3:15])=[O:12])[CH:9]=2)[CH:5]=[CH:6][CH:7]=1. (6) The product is: [Br:1][C:2]1[CH:3]=[CH:4][CH:5]=[C:6]2[C:15]=1[C:9]1([CH2:10][CH2:11][NH:12][CH2:13][CH2:14]1)[NH:8][C:7]2=[O:16]. Given the reactants [Br:1][C:2]1[CH:3]=[CH:4][CH:5]=[C:6]2[C:15]=1[C:9]1([CH:14]=[CH:13][NH:12][CH2:11][CH2:10]1)[NH:8][C:7]2=[O:16], predict the reaction product. (7) Given the reactants [CH3:1][CH:2]1[CH2:4][CH:3]1[CH2:5][O:6][C:7]1[CH:14]=[CH:13][CH:12]=[C:11]([N+:15]([O-])=O)[C:8]=1[C:9]#[N:10], predict the reaction product. The product is: [NH2:15][C:11]1[CH:12]=[CH:13][CH:14]=[C:7]([O:6][CH2:5][CH:3]2[CH2:4][CH:2]2[CH3:1])[C:8]=1[C:9]#[N:10]. (8) Given the reactants Cl[CH2:2][C:3]([NH:5][C:6]1[N:38]=[C:9]2[C:10]([C:28]3[CH:33]=[CH:32][CH:31]=[C:30]([C:34]([F:37])([F:36])[F:35])[CH:29]=3)=[C:11]([CH3:27])[C:12]([C:14]3[N:15]([C:19]4[CH:24]=[CH:23][C:22]([C:25]#[N:26])=[CH:21][CH:20]=4)[N:16]=[CH:17][CH:18]=3)=[CH:13][N:8]2[N:7]=1)=[O:4].C([O-])([O-])=O.[K+].[K+].[CH3:45][N:46]1[CH2:51][CH2:50][NH:49][CH2:48][CH2:47]1, predict the reaction product. The product is: [C:25]([C:22]1[CH:23]=[CH:24][C:19]([N:15]2[C:14]([C:12]3[C:11]([CH3:27])=[C:10]([C:28]4[CH:33]=[CH:32][CH:31]=[C:30]([C:34]([F:37])([F:36])[F:35])[CH:29]=4)[C:9]4[N:8]([N:7]=[C:6]([NH:5][C:3](=[O:4])[CH2:2][N:49]5[CH2:50][CH2:51][N:46]([CH3:45])[CH2:47][CH2:48]5)[N:38]=4)[CH:13]=3)=[CH:18][CH:17]=[N:16]2)=[CH:20][CH:21]=1)#[N:26]. (9) Given the reactants [OH:1][C:2]1[CH:3]=[C:4]([CH:9]=[C:10]([OH:12])[CH:11]=1)[C:5]([O:7][CH3:8])=[O:6].Br[C:14]1[CH:15]=[C:16]([C:20]([F:23])([F:22])[F:21])[CH:17]=[CH:18][CH:19]=1.C(=O)([O-])[O-].[K+].[K+], predict the reaction product. The product is: [F:21][C:20]([F:23])([F:22])[C:16]1[CH:15]=[C:14]([CH:19]=[CH:18][CH:17]=1)[O:1][C:2]1[CH:3]=[C:4]([CH:9]=[C:10]([O:12][C:18]2[CH:19]=[CH:14][CH:15]=[C:16]([C:20]([F:23])([F:22])[F:21])[CH:17]=2)[CH:11]=1)[C:5]([O:7][CH3:8])=[O:6]. (10) Given the reactants [CH3:1][N:2]1[C:10]2[C:5](=[CH:6][CH:7]=[CH:8][CH:9]=2)[CH:4]=[C:3]1[C:11]([NH:13][C@H:14]([C:18]([NH:20][CH:21]([CH:30]([OH:33])[CH2:31][F:32])[CH2:22][C:23]([O:25][C:26]([CH3:29])([CH3:28])[CH3:27])=[O:24])=[O:19])[CH:15]([CH3:17])[CH3:16])=[O:12].CC(OI1(OC(C)=O)(OC(C)=O)OC(=O)C2C=CC=CC1=2)=O, predict the reaction product. The product is: [CH3:1][N:2]1[C:10]2[C:5](=[CH:6][CH:7]=[CH:8][CH:9]=2)[CH:4]=[C:3]1[C:11]([NH:13][C@H:14]([C:18]([NH:20][CH:21]([C:30](=[O:33])[CH2:31][F:32])[CH2:22][C:23]([O:25][C:26]([CH3:27])([CH3:29])[CH3:28])=[O:24])=[O:19])[CH:15]([CH3:16])[CH3:17])=[O:12].